Dataset: Forward reaction prediction with 1.9M reactions from USPTO patents (1976-2016). Task: Predict the product of the given reaction. (1) The product is: [CH:9]1([NH:8][C:6](=[O:7])[C@@H:5]([OH:4])[C@@H:12]([N:16]([CH2:24][C:25]2[CH:26]=[CH:27][CH:28]=[CH:29][CH:30]=2)[CH2:17][C:18]2[CH:23]=[CH:22][CH:21]=[CH:20][CH:19]=2)[CH2:13][CH2:14][CH3:15])[CH2:10][CH2:11]1. Given the reactants C([O:4][C@@H:5]([C@@H:12]([N:16]([CH2:24][C:25]1[CH:30]=[CH:29][CH:28]=[CH:27][CH:26]=1)[CH2:17][C:18]1[CH:23]=[CH:22][CH:21]=[CH:20][CH:19]=1)[CH2:13][CH2:14][CH3:15])[C:6]([NH:8][CH:9]1[CH2:11][CH2:10]1)=[O:7])(=O)C.[OH-].[Na+], predict the reaction product. (2) Given the reactants [Cl:1][C:2]1[CH:3]=[C:4]([NH:9][C:10](=[NH:20])[NH:11][C:12]2[N:17]=[C:16](O)[CH:15]=[C:14]([CH3:19])[N:13]=2)[CH:5]=[CH:6][C:7]=1[Cl:8].O=P(Cl)(Cl)[Cl:23], predict the reaction product. The product is: [Cl:23][C:16]1[CH:15]=[C:14]([CH3:19])[N:13]=[C:12]([NH:11][C:10](=[NH:20])[NH:9][C:4]2[CH:5]=[CH:6][C:7]([Cl:8])=[C:2]([Cl:1])[CH:3]=2)[N:17]=1. (3) Given the reactants [OH:1][CH2:2]C1CCCN1.CC1CCCN1.[CH3:14][O:15][CH2:16][CH:17]1C[CH2:20][CH2:19][NH:18]1.N1CCC[C@H]1C(O)=O.CC1NC(C)CNC1, predict the reaction product. The product is: [CH3:2][O:1][CH2:20][CH2:19][NH:18][CH2:17][CH2:16][O:15][CH3:14]. (4) Given the reactants N#N.[Br:3][C:4]1[CH:9]=[CH:8][C:7]([CH2:10][C@@H:11]([NH:15][C:16]([O:18][C:19]([CH3:22])([CH3:21])[CH3:20])=[O:17])[C:12](O)=O)=[CH:6][CH:5]=1.C(N1CCOCC1)C.CN(C(O[N:39]1N=[N:46][C:41]2[CH:42]=[CH:43][CH:44]=[CH:45][C:40]1=2)=[N+](C)C)C.[B-](F)(F)(F)F.C1(N)C=CC=CC=1N, predict the reaction product. The product is: [NH:39]1[C:40]2[CH:45]=[CH:44][CH:43]=[CH:42][C:41]=2[N:46]=[C:12]1[C@H:11]([NH:15][C:16](=[O:17])[O:18][C:19]([CH3:22])([CH3:21])[CH3:20])[CH2:10][C:7]1[CH:8]=[CH:9][C:4]([Br:3])=[CH:5][CH:6]=1. (5) Given the reactants Cl[C:2]1[N:3]=[C:4]([NH:18][C:19]2[CH:24]=[C:23]([CH3:25])[CH:22]=[CH:21][N:20]=2)[C:5]2[N:10]([CH2:11][CH2:12][O:13][CH2:14][CH3:15])[N:9]=[C:8]([CH2:16][CH3:17])[C:6]=2[N:7]=1.[NH:26]1[CH2:34][CH2:33][CH:29]([C:30]([OH:32])=[O:31])[CH2:28][CH2:27]1.C(=O)([O-])[O-].[Cs+].[Cs+].C(=O)([O-])[O-].[Na+].[Na+].C(=O)([O-])[O-].[K+].[K+], predict the reaction product. The product is: [CH2:14]([O:13][CH2:12][CH2:11][N:10]1[C:5]2[C:4]([NH:18][C:19]3[CH:24]=[C:23]([CH3:25])[CH:22]=[CH:21][N:20]=3)=[N:3][C:2]([N:26]3[CH2:34][CH2:33][CH:29]([C:30]([OH:32])=[O:31])[CH2:28][CH2:27]3)=[N:7][C:6]=2[C:8]([CH2:16][CH3:17])=[N:9]1)[CH3:15]. (6) Given the reactants [CH3:1][N:2]1[C:6]([CH:7]=[O:8])=[CH:5][N:4]=[CH:3]1.C(=O)([O-])[O-].[K+].[K+].[F:15][C:16]([Si](C)(C)C)([F:18])[F:17], predict the reaction product. The product is: [F:15][C:16]([F:18])([F:17])[CH:7]([C:6]1[N:2]([CH3:1])[CH:3]=[N:4][CH:5]=1)[OH:8]. (7) Given the reactants [F:1][C:2]1[CH:7]=[C:6]([I:8])[CH:5]=[CH:4][C:3]=1[NH:9][C:10]1[CH:18]=[N:17][CH:16]=[CH:15][C:11]=1[C:12]([OH:14])=O.[N:19]1[CH:24]=[CH:23][CH:22]=[CH:21][C:20]=1[NH:25][NH2:26], predict the reaction product. The product is: [F:1][C:2]1[CH:7]=[C:6]([I:8])[CH:5]=[CH:4][C:3]=1[NH:9][C:10]1[CH:18]=[N:17][CH:16]=[CH:15][C:11]=1[C:12]([NH:26][NH:25][C:20]1[CH:21]=[CH:22][CH:23]=[CH:24][N:19]=1)=[O:14]. (8) Given the reactants II.Br[C:4]1[CH:9]=[CH:8][C:7]([O:10][CH3:11])=[C:6]([CH3:12])[CH:5]=1.[Mg].[C:14]([O:18][C:19]([N:21]1[CH2:26][CH2:25][CH:24]([C:27](=[O:32])N(OC)C)[CH2:23][CH2:22]1)=[O:20])([CH3:17])([CH3:16])[CH3:15], predict the reaction product. The product is: [C:14]([O:18][C:19]([N:21]1[CH2:26][CH2:25][CH:24]([C:27](=[O:32])[C:4]2[CH:9]=[CH:8][C:7]([O:10][CH3:11])=[C:6]([CH3:12])[CH:5]=2)[CH2:23][CH2:22]1)=[O:20])([CH3:17])([CH3:16])[CH3:15].